Dataset: Peptide-MHC class I binding affinity with 185,985 pairs from IEDB/IMGT. Task: Regression. Given a peptide amino acid sequence and an MHC pseudo amino acid sequence, predict their binding affinity value. This is MHC class I binding data. (1) The peptide sequence is QALSPRTLNAW. The MHC is HLA-A02:01 with pseudo-sequence HLA-A02:01. The binding affinity (normalized) is 0. (2) The peptide sequence is FTFDLTALK. The MHC is HLA-B46:01 with pseudo-sequence HLA-B46:01. The binding affinity (normalized) is 0.0847. (3) The peptide sequence is FCIKVLCPY. The MHC is HLA-A26:01 with pseudo-sequence HLA-A26:01. The binding affinity (normalized) is 0.469. (4) The peptide sequence is VPANSTVLSF. The MHC is HLA-B35:01 with pseudo-sequence HLA-B35:01. The binding affinity (normalized) is 0.457. (5) The peptide sequence is KEPFRDYV. The MHC is H-2-Kk with pseudo-sequence H-2-Kk. The binding affinity (normalized) is 0.0929. (6) The peptide sequence is NHINVDLSL. The MHC is HLA-B38:01 with pseudo-sequence HLA-B38:01. The binding affinity (normalized) is 0.572. (7) The binding affinity (normalized) is 0. The peptide sequence is VFQPSTGNYV. The MHC is HLA-A26:01 with pseudo-sequence HLA-A26:01. (8) The peptide sequence is LVKMINHLK. The MHC is HLA-A11:01 with pseudo-sequence HLA-A11:01. The binding affinity (normalized) is 0.636. (9) The MHC is HLA-B27:03 with pseudo-sequence HLA-B27:03. The peptide sequence is RVCAEMVAK. The binding affinity (normalized) is 0.0847.